This data is from Catalyst prediction with 721,799 reactions and 888 catalyst types from USPTO. The task is: Predict which catalyst facilitates the given reaction. (1) The catalyst class is: 1. Product: [Br:1][C:2]1[CH:3]=[C:4]([CH3:9])[CH:5]=[CH:6][C:7]=1[N:8]([C:15]([O:14][C:10]([CH3:13])([CH3:12])[CH3:11])=[O:16])[C:15]([O:14][C:10]([CH3:13])([CH3:12])[CH3:11])=[O:16]. Reactant: [Br:1][C:2]1[CH:3]=[C:4]([CH3:9])[CH:5]=[CH:6][C:7]=1[NH2:8].[C:10]([O:14][C:15](O[C:15]([O:14][C:10]([CH3:13])([CH3:12])[CH3:11])=[O:16])=[O:16])([CH3:13])([CH3:12])[CH3:11]. (2) Reactant: [Cl:1][C:2]1[CH:3]=[C:4]([NH:9][C:10]2[N:22]=[CH:21][N:20]=[C:19]3[C:11]=2[C:12]2[CH:13]=[CH:14][C:15]4[C:16](=[CH:23][N:24]([CH2:26][CH2:27]OS(C)(=O)=O)[N:25]=4)[C:17]=2[S:18]3)[CH:5]=[CH:6][C:7]=1[F:8].C(N(C(C)C)CC)(C)C.[NH2:42][CH2:43][CH2:44][S:45]([CH3:48])(=[O:47])=[O:46]. Product: [Cl:1][C:2]1[CH:3]=[C:4]([NH:9][C:10]2[N:22]=[CH:21][N:20]=[C:19]3[C:11]=2[C:12]2[CH:13]=[CH:14][C:15]4[C:16](=[CH:23][N:24]([CH2:26][CH2:27][NH:42][CH2:43][CH2:44][S:45]([CH3:48])(=[O:47])=[O:46])[N:25]=4)[C:17]=2[S:18]3)[CH:5]=[CH:6][C:7]=1[F:8]. The catalyst class is: 121. (3) Reactant: C(OC([N:8]1[CH2:14][C:13]([F:16])([F:15])[CH2:12][O:11][CH2:10][CH2:9]1)=O)(C)(C)C. Product: [F:15][C:13]1([F:16])[CH2:12][O:11][CH2:10][CH2:9][NH:8][CH2:14]1. The catalyst class is: 137. (4) Reactant: [OH:1][CH:2]([CH3:27])[C:3]([O:5][CH2:6][C:7]([C:9]1[CH:14]=[CH:13][C:12]([CH2:15][CH2:16][CH2:17][CH2:18][CH2:19][CH2:20][CH2:21][CH2:22][CH2:23][CH2:24][CH2:25][CH3:26])=[CH:11][CH:10]=1)=O)=O.[C:28]([O-:31])(=O)[CH3:29].[NH4+:32]. Product: [C:28]([O:1][CH:2]([C:3]1[O:5][CH:6]=[C:7]([C:9]2[CH:14]=[CH:13][C:12]([CH2:15][CH2:16][CH2:17][CH2:18][CH2:19][CH2:20][CH2:21][CH2:22][CH2:23][CH2:24][CH2:25][CH3:26])=[CH:11][CH:10]=2)[N:32]=1)[CH3:27])(=[O:31])[CH3:29]. The catalyst class is: 52. (5) Reactant: [N+:1]([C:4]1[C:5]([NH:10][C:11]2[CH:16]=[CH:15][CH:14]=[C:13](/[CH:17]=[CH:18]/[C:19]3[CH:24]=[CH:23][N:22]=[CH:21][CH:20]=3)[CH:12]=2)=[N:6][CH:7]=[CH:8][CH:9]=1)([O-])=O.Cl.C(=O)(O)[O-].[Na+]. Product: [NH2:1][C:4]1[C:5]([NH:10][C:11]2[CH:16]=[CH:15][CH:14]=[C:13](/[CH:17]=[CH:18]/[C:19]3[CH:20]=[CH:21][N:22]=[CH:23][CH:24]=3)[CH:12]=2)=[N:6][CH:7]=[CH:8][CH:9]=1. The catalyst class is: 186.